From a dataset of NCI-60 drug combinations with 297,098 pairs across 59 cell lines. Regression. Given two drug SMILES strings and cell line genomic features, predict the synergy score measuring deviation from expected non-interaction effect. (1) Drug 1: COC1=NC(=NC2=C1N=CN2C3C(C(C(O3)CO)O)O)N. Drug 2: CCN(CC)CCCC(C)NC1=C2C=C(C=CC2=NC3=C1C=CC(=C3)Cl)OC. Cell line: MCF7. Synergy scores: CSS=1.85, Synergy_ZIP=-0.863, Synergy_Bliss=5.72, Synergy_Loewe=-16.1, Synergy_HSA=1.34. (2) Drug 1: CC1=C(C=C(C=C1)C(=O)NC2=CC(=CC(=C2)C(F)(F)F)N3C=C(N=C3)C)NC4=NC=CC(=N4)C5=CN=CC=C5. Drug 2: CNC(=O)C1=NC=CC(=C1)OC2=CC=C(C=C2)NC(=O)NC3=CC(=C(C=C3)Cl)C(F)(F)F. Cell line: OVCAR-8. Synergy scores: CSS=0.423, Synergy_ZIP=-2.56, Synergy_Bliss=-3.19, Synergy_Loewe=-3.21, Synergy_HSA=-3.21. (3) Drug 1: C1CC(C1)(C(=O)O)C(=O)O.[NH2-].[NH2-].[Pt+2]. Drug 2: CC1C(C(CC(O1)OC2CC(CC3=C2C(=C4C(=C3O)C(=O)C5=C(C4=O)C(=CC=C5)OC)O)(C(=O)CO)O)N)O.Cl. Cell line: SF-295. Synergy scores: CSS=43.5, Synergy_ZIP=-3.03, Synergy_Bliss=0.410, Synergy_Loewe=-8.29, Synergy_HSA=1.55. (4) Drug 1: C1C(C(OC1N2C=C(C(=O)NC2=O)F)CO)O. Drug 2: CC(C)NC(=O)C1=CC=C(C=C1)CNNC.Cl. Cell line: SF-539. Synergy scores: CSS=25.1, Synergy_ZIP=0.993, Synergy_Bliss=1.35, Synergy_Loewe=-35.8, Synergy_HSA=-2.78. (5) Drug 1: C1CCN(CC1)CCOC2=CC=C(C=C2)C(=O)C3=C(SC4=C3C=CC(=C4)O)C5=CC=C(C=C5)O. Drug 2: CCCS(=O)(=O)NC1=C(C(=C(C=C1)F)C(=O)C2=CNC3=C2C=C(C=N3)C4=CC=C(C=C4)Cl)F. Cell line: SK-MEL-2. Synergy scores: CSS=-2.50, Synergy_ZIP=3.24, Synergy_Bliss=3.66, Synergy_Loewe=-1.57, Synergy_HSA=-1.59. (6) Drug 1: C1=CC(=CC=C1CC(C(=O)O)N)N(CCCl)CCCl.Cl. Drug 2: CC1C(C(=O)NC(C(=O)N2CCCC2C(=O)N(CC(=O)N(C(C(=O)O1)C(C)C)C)C)C(C)C)NC(=O)C3=C4C(=C(C=C3)C)OC5=C(C(=O)C(=C(C5=N4)C(=O)NC6C(OC(=O)C(N(C(=O)CN(C(=O)C7CCCN7C(=O)C(NC6=O)C(C)C)C)C)C(C)C)C)N)C. Cell line: NCI/ADR-RES. Synergy scores: CSS=5.84, Synergy_ZIP=-1.70, Synergy_Bliss=1.21, Synergy_Loewe=-0.848, Synergy_HSA=-0.849. (7) Drug 1: C1=NC2=C(N1)C(=S)N=C(N2)N. Drug 2: CC(C)NC(=O)C1=CC=C(C=C1)CNNC.Cl. Cell line: LOX IMVI. Synergy scores: CSS=30.9, Synergy_ZIP=-0.805, Synergy_Bliss=-5.36, Synergy_Loewe=-6.48, Synergy_HSA=-2.94. (8) Drug 1: CC1=C(N=C(N=C1N)C(CC(=O)N)NCC(C(=O)N)N)C(=O)NC(C(C2=CN=CN2)OC3C(C(C(C(O3)CO)O)O)OC4C(C(C(C(O4)CO)O)OC(=O)N)O)C(=O)NC(C)C(C(C)C(=O)NC(C(C)O)C(=O)NCCC5=NC(=CS5)C6=NC(=CS6)C(=O)NCCC[S+](C)C)O. Drug 2: C#CCC(CC1=CN=C2C(=N1)C(=NC(=N2)N)N)C3=CC=C(C=C3)C(=O)NC(CCC(=O)O)C(=O)O. Cell line: HOP-92. Synergy scores: CSS=26.8, Synergy_ZIP=2.14, Synergy_Bliss=2.79, Synergy_Loewe=1.44, Synergy_HSA=1.47.